This data is from NCI-60 drug combinations with 297,098 pairs across 59 cell lines. The task is: Regression. Given two drug SMILES strings and cell line genomic features, predict the synergy score measuring deviation from expected non-interaction effect. (1) Drug 1: C1=CN(C(=O)N=C1N)C2C(C(C(O2)CO)O)(F)F. Drug 2: CNC(=O)C1=NC=CC(=C1)OC2=CC=C(C=C2)NC(=O)NC3=CC(=C(C=C3)Cl)C(F)(F)F. Cell line: SK-OV-3. Synergy scores: CSS=69.8, Synergy_ZIP=10.2, Synergy_Bliss=7.76, Synergy_Loewe=-9.65, Synergy_HSA=8.07. (2) Drug 1: CC(C)CN1C=NC2=C1C3=CC=CC=C3N=C2N. Drug 2: C1C(C(OC1N2C=NC(=NC2=O)N)CO)O. Cell line: HL-60(TB). Synergy scores: CSS=4.07, Synergy_ZIP=2.05, Synergy_Bliss=14.6, Synergy_Loewe=-0.593, Synergy_HSA=0.611. (3) Drug 2: C1=NC2=C(N1)C(=S)N=C(N2)N. Synergy scores: CSS=39.2, Synergy_ZIP=-18.1, Synergy_Bliss=-13.6, Synergy_Loewe=-8.63, Synergy_HSA=-6.94. Cell line: EKVX. Drug 1: CC1=C2C(C(=O)C3(C(CC4C(C3C(C(C2(C)C)(CC1OC(=O)C(C(C5=CC=CC=C5)NC(=O)OC(C)(C)C)O)O)OC(=O)C6=CC=CC=C6)(CO4)OC(=O)C)OC)C)OC. (4) Drug 1: CC12CCC3C(C1CCC2O)C(CC4=C3C=CC(=C4)O)CCCCCCCCCS(=O)CCCC(C(F)(F)F)(F)F. Drug 2: C1CN(P(=O)(OC1)NCCCl)CCCl. Cell line: CCRF-CEM. Synergy scores: CSS=-4.85, Synergy_ZIP=1.94, Synergy_Bliss=-0.0584, Synergy_Loewe=-7.01, Synergy_HSA=-6.51. (5) Drug 1: C1CN(CCN1C(=O)CCBr)C(=O)CCBr. Drug 2: CC(C)CN1C=NC2=C1C3=CC=CC=C3N=C2N. Cell line: SN12C. Synergy scores: CSS=5.04, Synergy_ZIP=-5.01, Synergy_Bliss=-1.18, Synergy_Loewe=-10.7, Synergy_HSA=-10.5.